This data is from Forward reaction prediction with 1.9M reactions from USPTO patents (1976-2016). The task is: Predict the product of the given reaction. (1) The product is: [C:1]([O:5][C:6]([N:8]1[CH2:17][CH2:16][C:15]2[C:10](=[CH:11][C:12]([O:18][CH2:20][CH:21]3[CH2:22][CH2:23][N:24]([C:27]4[CH:28]=[CH:29][N:30]=[CH:31][CH:32]=4)[CH2:25][CH2:26]3)=[CH:13][CH:14]=2)[CH2:9]1)=[O:7])([CH3:4])([CH3:2])[CH3:3]. Given the reactants [C:1]([O:5][C:6]([N:8]1[CH2:17][CH2:16][C:15]2[C:10](=[CH:11][C:12]([OH:18])=[CH:13][CH:14]=2)[CH2:9]1)=[O:7])([CH3:4])([CH3:3])[CH3:2].O[CH2:20][CH:21]1[CH2:26][CH2:25][N:24]([C:27]2[CH:32]=[CH:31][N:30]=[CH:29][CH:28]=2)[CH2:23][CH2:22]1.C1(P(C2C=CC=CC=2)C2C=CC=CC=2)C=CC=CC=1.N(C(OC(C)C)=O)=NC(OC(C)C)=O, predict the reaction product. (2) Given the reactants [C:1]1([C:7]2[N:8]=[C:9]3[CH:14]=[CH:13][C:12]4[O:15][CH2:16][CH2:17][C:11]=4[N:10]3[C:18]=2[CH2:19][C:20]#[N:21])[CH:6]=[CH:5][CH:4]=[CH:3][CH:2]=1.C(N(CC)CC)C.[C:29](Cl)(=[O:31])[CH3:30], predict the reaction product. The product is: [C:1]1([C:7]2[N:8]=[C:9]3[CH:14]=[CH:13][C:12]4[O:15][CH2:16][CH2:17][C:11]=4[N:10]3[C:18]=2[CH2:19][CH2:20][NH:21][C:29](=[O:31])[CH3:30])[CH:2]=[CH:3][CH:4]=[CH:5][CH:6]=1. (3) Given the reactants [NH:1]1[C:9]2[C:4](=[CH:5][CH:6]=[CH:7][CH:8]=2)[C:3]([CH2:10][CH2:11][C:12]([N:14]2[CH2:19][CH:18]3[CH:16]([C:17]3([C:21]3[CH:22]=[C:23]([NH:27][S:28]([CH3:31])(=[O:30])=[O:29])[CH:24]=[CH:25][CH:26]=3)[CH3:20])[CH2:15]2)=O)=[CH:2]1.[H-].[Al+3].[Li+].[H-].[H-].[H-].O.C(=O)([O-])O.[Na+], predict the reaction product. The product is: [NH:1]1[C:9]2[C:4](=[CH:5][CH:6]=[CH:7][CH:8]=2)[C:3]([CH2:10][CH2:11][CH2:12][N:14]2[CH2:15][CH:16]3[CH:18]([C:17]3([C:21]3[CH:22]=[C:23]([NH:27][S:28]([CH3:31])(=[O:29])=[O:30])[CH:24]=[CH:25][CH:26]=3)[CH3:20])[CH2:19]2)=[CH:2]1. (4) Given the reactants C([O:3][C:4](=[O:21])[CH:5]=[CH:6][CH:7]=[CH:8][CH2:9][CH:10]([O:19][CH3:20])[C:11]1[CH:16]=[CH:15][C:14]([O:17][CH3:18])=[CH:13][CH:12]=1)C.[Li+].[OH-], predict the reaction product. The product is: [CH3:20][O:19][CH:10]([C:11]1[CH:16]=[CH:15][C:14]([O:17][CH3:18])=[CH:13][CH:12]=1)[CH2:9][CH:8]=[CH:7][CH:6]=[CH:5][C:4]([OH:21])=[O:3].